Dataset: Catalyst prediction with 721,799 reactions and 888 catalyst types from USPTO. Task: Predict which catalyst facilitates the given reaction. (1) Product: [Si:1]([O:8][CH2:9]/[C:10](=[N:12]/[OH:13])/[NH2:11])([C:4]([CH3:7])([CH3:6])[CH3:5])([CH3:3])[CH3:2]. The catalyst class is: 237. Reactant: [Si:1]([O:8][CH2:9][C:10]#[N:11])([C:4]([CH3:7])([CH3:6])[CH3:5])([CH3:3])[CH3:2].[NH2:12][OH:13]. (2) Reactant: [OH:1][B:2]1[C:6]2[CH:7]=[C:8]([OH:12])[CH:9]=[C:10]([CH3:11])[C:5]=2[CH:4]([CH2:13][C:14]([O:16][CH2:17][CH3:18])=[O:15])[O:3]1.[CH3:19]CN(CC)CC.C[N:27]1[CH:31]=[CH:30][C:29]([S:32](Cl)(=[O:34])=[O:33])=[N:28]1. Product: [OH:1][B:2]1[C:6]2[CH:7]=[C:8]([O:12][S:32]([C:29]3[N:28]([CH3:19])[N:27]=[CH:31][CH:30]=3)(=[O:34])=[O:33])[CH:9]=[C:10]([CH3:11])[C:5]=2[CH:4]([CH2:13][C:14]([O:16][CH2:17][CH3:18])=[O:15])[O:3]1. The catalyst class is: 2. (3) Reactant: [CH3:1][C:2]1[CH:7]=[N:6][CH:5]=[CH:4][N:3]=1.C([N-]C(C)C)(C)C.[Li+].[N:16]1([CH2:21][CH2:22][CH2:23][O:24][C:25]2[CH:30]=[CH:29][C:28]([C:31]3([C:37]#[N:38])[CH2:36][CH2:35][O:34][CH2:33][CH2:32]3)=[CH:27][CH:26]=2)[CH2:20][CH2:19][CH2:18][CH2:17]1.O. Product: [N:16]1([CH2:21][CH2:22][CH2:23][O:24][C:25]2[CH:30]=[CH:29][C:28]([C:31]3([C:37]4[NH:38][C:7]5=[N:6][CH:5]=[CH:4][N:3]=[C:2]5[CH:1]=4)[CH2:32][CH2:33][O:34][CH2:35][CH2:36]3)=[CH:27][CH:26]=2)[CH2:20][CH2:19][CH2:18][CH2:17]1. The catalyst class is: 1. (4) Reactant: Br[C:2]1[CH:3]=[CH:4][C:5]2[C:6]3[S:15][C:14]([CH2:16][CH2:17][CH3:18])=[N:13][C:7]=3[C:8]([NH2:12])=[N:9][C:10]=2[CH:11]=1.[C:19]([NH:22][C:23]1[CH:28]=[CH:27][CH:26]=[CH:25][C:24]=1B(O)O)(=[O:21])[CH3:20]. Product: [NH2:12][C:8]1[C:7]2[N:13]=[C:14]([CH2:16][CH2:17][CH3:18])[S:15][C:6]=2[C:5]2[CH:4]=[CH:3][C:2]([C:24]3[CH:25]=[CH:26][CH:27]=[CH:28][C:23]=3[NH:22][C:19](=[O:21])[CH3:20])=[CH:11][C:10]=2[N:9]=1. The catalyst class is: 27. (5) Reactant: [Br:1][C:2]1[CH:7]=[CH:6][C:5](F)=[C:4]([N+:9]([O-:11])=[O:10])[CH:3]=1.[NH:12]1[CH:16]=[CH:15][CH:14]=[N:13]1.C(=O)([O-])[O-].[K+].[K+]. The catalyst class is: 39. Product: [Br:1][C:2]1[CH:7]=[CH:6][C:5]([N:12]2[CH:16]=[CH:15][CH:14]=[N:13]2)=[C:4]([N+:9]([O-:11])=[O:10])[CH:3]=1. (6) Reactant: [C:1]1([OH:7])[CH:6]=[CH:5][CH:4]=[CH:3][CH:2]=1.[Al+3].[Cl-].[Cl-].[Cl-].[F:12][C:13]([F:21])([F:20])[C:14]([C:16]([F:19])([F:18])[F:17])=[O:15]. Product: [F:12][C:13]([F:21])([F:20])[C:14]([C:2]1[CH:3]=[CH:4][CH:5]=[CH:6][C:1]=1[OH:7])([OH:15])[C:16]([F:19])([F:18])[F:17]. The catalyst class is: 26. (7) Reactant: [C:1]1([C:11]2[N:16]=[CH:15][C:14]([CH:17](O)[CH3:18])=[CH:13][CH:12]=2)[C:10]2[C:5](=[CH:6][CH:7]=[CH:8][CH:9]=2)[CH:4]=[CH:3][CH:2]=1.[CH:20]1[N:24]=[CH:23][N:22](C([N:22]2[CH:23]=[N:24][CH:20]=[CH:21]2)=O)[CH:21]=1. The catalyst class is: 37. Product: [N:22]1([CH:17]([C:14]2[CH:13]=[CH:12][C:11]([C:1]3[C:10]4[C:5](=[CH:6][CH:7]=[CH:8][CH:9]=4)[CH:4]=[CH:3][CH:2]=3)=[N:16][CH:15]=2)[CH3:18])[CH:21]=[CH:20][N:24]=[CH:23]1.